Dataset: NCI-60 drug combinations with 297,098 pairs across 59 cell lines. Task: Regression. Given two drug SMILES strings and cell line genomic features, predict the synergy score measuring deviation from expected non-interaction effect. (1) Drug 1: CCC1=C2CN3C(=CC4=C(C3=O)COC(=O)C4(CC)O)C2=NC5=C1C=C(C=C5)O. Drug 2: C1=CC=C(C(=C1)C(C2=CC=C(C=C2)Cl)C(Cl)Cl)Cl. Cell line: UACC-257. Synergy scores: CSS=2.67, Synergy_ZIP=0.574, Synergy_Bliss=3.83, Synergy_Loewe=-4.41, Synergy_HSA=-0.242. (2) Drug 1: CNC(=O)C1=NC=CC(=C1)OC2=CC=C(C=C2)NC(=O)NC3=CC(=C(C=C3)Cl)C(F)(F)F. Drug 2: CN(C(=O)NC(C=O)C(C(C(CO)O)O)O)N=O. Cell line: HT29. Synergy scores: CSS=9.78, Synergy_ZIP=0.421, Synergy_Bliss=1.94, Synergy_Loewe=4.70, Synergy_HSA=2.87.